From a dataset of Catalyst prediction with 721,799 reactions and 888 catalyst types from USPTO. Predict which catalyst facilitates the given reaction. (1) Reactant: Br[C:2]1[CH:3]=[CH:4][C:5]([CH3:13])=[C:6]([CH:12]=1)[C:7]([O:9][CH2:10][CH3:11])=[O:8].[Na+].[I-:15]. Product: [I:15][C:2]1[CH:3]=[CH:4][C:5]([CH3:13])=[C:6]([CH:12]=1)[C:7]([O:9][CH2:10][CH3:11])=[O:8]. The catalyst class is: 185. (2) Reactant: Cl[C:2]1[N:3]=[C:4]([C:15]2[CH:16]=[N:17][CH:18]=[CH:19][CH:20]=2)[C:5]([C:8]2[CH:13]=[CH:12][N:11]=[CH:10][C:9]=2[F:14])=[N:6][CH:7]=1.Cl.[F:22][C:23]([F:28])([F:27])[CH:24]([NH2:26])[CH3:25].C(=O)([O-])[O-].[Cs+].[Cs+].C1C=CC(P(C2C(C3C(P(C4C=CC=CC=4)C4C=CC=CC=4)=CC=C4C=3C=CC=C4)=C3C(C=CC=C3)=CC=2)C2C=CC=CC=2)=CC=1. Product: [F:14][C:9]1[CH:10]=[N:11][CH:12]=[CH:13][C:8]=1[C:5]1[N:6]=[CH:7][C:2]([NH:26][CH:24]([CH3:25])[C:23]([F:28])([F:27])[F:22])=[N:3][C:4]=1[C:15]1[CH:16]=[N:17][CH:18]=[CH:19][CH:20]=1. The catalyst class is: 487.